This data is from Forward reaction prediction with 1.9M reactions from USPTO patents (1976-2016). The task is: Predict the product of the given reaction. Given the reactants [C:1]([N:4]1[C:8]2[CH:9]=[CH:10][C:11]([Cl:13])=[CH:12][C:7]=2[S:6][CH:5]1[C:14]1[CH:19]=[C:18]([O:20][CH3:21])[CH:17]=[CH:16][C:15]=1[O:22][CH2:23][CH2:24][CH2:25][N:26]([CH2:30][CH2:31][O:32][CH2:33][CH3:34])[CH:27]([CH3:29])[CH3:28])(=[O:3])[CH3:2].[C:35]([O:38][C:39](=[O:50])[C@@H:40]([C@H:42]([C:44]([O:46][C:47](=[O:49])[CH3:48])=[O:45])[OH:43])[OH:41])(=[O:37])[CH3:36], predict the reaction product. The product is: [C:47]([O:46][C:44](=[O:45])[C@@H:42]([C@H:40]([C:39]([O:38][C:35](=[O:37])[CH3:36])=[O:50])[OH:41])[OH:43])(=[O:49])[CH3:48].[C:1]([N:4]1[C:8]2[CH:9]=[CH:10][C:11]([Cl:13])=[CH:12][C:7]=2[S:6][CH:5]1[C:14]1[CH:19]=[C:18]([O:20][CH3:21])[CH:17]=[CH:16][C:15]=1[O:22][CH2:23][CH2:24][CH2:25][N:26]([CH2:30][CH2:31][O:32][CH2:33][CH3:34])[CH:27]([CH3:29])[CH3:28])(=[O:3])[CH3:2].